The task is: Predict the reactants needed to synthesize the given product.. This data is from Full USPTO retrosynthesis dataset with 1.9M reactions from patents (1976-2016). (1) Given the product [NH2:1][C:2]1[C:15]2[C:14](=[O:16])[C:13]([C:17]#[N:18])=[CH:12][N:7]3[C@@H:8]([CH3:11])[CH2:9][O:10][C:5]([C:6]=23)=[C:4]([NH:32][C@H:29]2[CH2:30][CH2:31][C@H:27]([C:23]3[CH:22]=[N:21][CH:26]=[CH:25][CH:24]=3)[CH2:28]2)[C:3]=1[F:20], predict the reactants needed to synthesize it. The reactants are: [NH2:1][C:2]1[C:15]2[C:14](=[O:16])[C:13]([C:17]#[N:18])=[CH:12][N:7]3[C@@H:8]([CH3:11])[CH2:9][O:10][C:5]([C:6]=23)=[C:4](F)[C:3]=1[F:20].[N:21]1[CH:26]=[CH:25][CH:24]=[C:23]([C@@H:27]2[CH2:31][CH2:30][C@@H:29]([NH2:32])[CH2:28]2)[CH:22]=1.C(N(C(C)C)CC)(C)C. (2) Given the product [Br:24][C:22]1[CH:23]=[C:18]([C:8]2[N:7]=[N:6][S:26][C:9]=2[C:10]2[CH:15]=[CH:14][CH:13]=[C:12]([Cl:16])[C:11]=2[Cl:17])[C:19]([Cl:25])=[N:20][CH:21]=1, predict the reactants needed to synthesize it. The reactants are: C(OC([NH:6][N:7]=[C:8]([C:18]1[C:19]([Cl:25])=[N:20][CH:21]=[C:22]([Br:24])[CH:23]=1)[CH2:9][C:10]1[CH:15]=[CH:14][CH:13]=[C:12]([Cl:16])[C:11]=1[Cl:17])=O)C.[S:26](Cl)(Cl)=O. (3) The reactants are: [CH:1]([C:3]1[C:4]([C:11]2[CH:16]=[CH:15][C:14]([O:17][CH:18]([CH3:20])[CH3:19])=[C:13]([CH3:21])[CH:12]=2)=[N:5][N:6]([CH3:10])[C:7]=1[S:8][CH3:9])=O.C(C1C(C2C=CC(OC(C)C)=C(C)C=2)=NN(C)C=1OC)=O. Given the product [CH3:10][N:6]1[C:7]([S:8][CH3:9])=[C:3]([CH3:1])[C:4]([C:11]2[CH:16]=[CH:15][C:14]([O:17][CH:18]([CH3:19])[CH3:20])=[C:13]([CH3:21])[CH:12]=2)=[N:5]1, predict the reactants needed to synthesize it. (4) Given the product [F:32][C:29]1[CH:28]=[CH:27][C:26]([CH2:25][NH:24][C:23]([C:18]2[CH:17]=[C:16]([C:13]3[N:14]=[N:15][N:11]([CH2:10][C:9]([NH:8][CH2:7][C:6]([OH:35])=[O:5])=[O:34])[N:12]=3)[CH:21]=[C:20]([CH3:22])[N:19]=2)=[O:33])=[CH:31][CH:30]=1, predict the reactants needed to synthesize it. The reactants are: C([O:5][C:6](=[O:35])[CH2:7][NH:8][C:9](=[O:34])[CH2:10][N:11]1[N:15]=[N:14][C:13]([C:16]2[CH:21]=[C:20]([CH3:22])[N:19]=[C:18]([C:23](=[O:33])[NH:24][CH2:25][C:26]3[CH:31]=[CH:30][C:29]([F:32])=[CH:28][CH:27]=3)[CH:17]=2)=[N:12]1)(C)(C)C. (5) Given the product [CH3:10][C:9]1[N:15]([CH2:14][C:13]([F:18])([F:17])[F:12])[N:16]=[CH:4][C:5]=1[C:6](=[O:8])[CH3:7], predict the reactants needed to synthesize it. The reactants are: C(O[CH:4]=[C:5]([C:9](=O)[CH3:10])[C:6](=[O:8])[CH3:7])C.[F:12][C:13]([F:18])([F:17])[CH2:14][NH:15][NH2:16].Cl. (6) Given the product [C:29]([C:32]1[C:37]([C:38]2[CH:39]=[CH:40][CH:41]=[CH:42][CH:43]=2)=[N:36][N:35]([CH2:45][CH3:46])[C:34](=[O:47])[C:33]=1[NH:48][C:49]1[CH:50]=[CH:51][C:52]([NH:7][C:6](=[O:18])[CH3:5])=[CH:56][CH:57]=1)(=[O:31])[CH3:30], predict the reactants needed to synthesize it. The reactants are: C(C1C(C2C=CC=CC=2)=N[N:7](CC)[C:6](=[O:18])[C:5]=1[N+]([O-])=O)(=O)C.NC1C=CC=CC=1.[C:29]([C:32]1[C:37]([C:38]2[CH:43]=[CH:42][CH:41]=[C:40](Cl)[CH:39]=2)=[N:36][N:35]([CH2:45][CH3:46])[C:34](=[O:47])[C:33]=1[NH:48][C:49]1[CH:57]=[CH:56][C:52](C(O)=O)=[CH:51][CH:50]=1)(=[O:31])[CH3:30].